From a dataset of Reaction yield outcomes from USPTO patents with 853,638 reactions. Predict the reaction yield, written as a fraction of the theoretical maximum amount of product (1.0 means a 100% yield; for example, 0.34 means a 34% yield). (1) The reactants are [OH:1][C:2]([C:34]1[CH:39]=[CH:38][CH:37]=[CH:36][CH:35]=1)([C:28]1[CH:33]=[CH:32][CH:31]=[CH:30][CH:29]=1)[CH:3]1[CH2:8][CH2:7][N:6]([CH2:9][CH2:10][CH2:11][C:12]([C:14]2[CH:19]=[CH:18][C:17]([C:20]([CH3:27])([CH3:26])[C:21]([O:23]CC)=[O:22])=[CH:16][CH:15]=2)=[O:13])[CH2:5][CH2:4]1.[OH-].[Na+].[BH4-].[Na+].CC(C)=O.[ClH:48]. The catalyst is O.CO. The product is [OH2:1].[ClH:48].[OH:1][C:2]([C:34]1[CH:35]=[CH:36][CH:37]=[CH:38][CH:39]=1)([C:28]1[CH:29]=[CH:30][CH:31]=[CH:32][CH:33]=1)[CH:3]1[CH2:8][CH2:7][N:6]([CH2:9][CH2:10][CH2:11][CH:12]([C:14]2[CH:19]=[CH:18][C:17]([C:20]([CH3:27])([CH3:26])[C:21]([OH:23])=[O:22])=[CH:16][CH:15]=2)[OH:13])[CH2:5][CH2:4]1. The yield is 0.980. (2) The reactants are I[C:2]1[C:7]2[O:8][CH2:9][CH2:10][N:11]([C:12]([O:14][C:15]([CH3:18])([CH3:17])[CH3:16])=[O:13])[C:6]=2[CH:5]=[CH:4][N:3]=1.[CH2:19]([NH2:26])[C:20]1[CH:25]=[CH:24][CH:23]=[CH:22][CH:21]=1.C1(P(C2C=CC=CC=2)C2C=CC3C(=CC=CC=3)C=2C2C3C(=CC=CC=3)C=CC=2P(C2C=CC=CC=2)C2C=CC=CC=2)C=CC=CC=1.CC(C)([O-])C.[Na+]. The catalyst is O1CCOCC1.C1C=CC(/C=C/C(/C=C/C2C=CC=CC=2)=O)=CC=1.C1C=CC(/C=C/C(/C=C/C2C=CC=CC=2)=O)=CC=1.[Pd]. The product is [CH2:19]([NH:26][C:2]1[C:7]2[O:8][CH2:9][CH2:10][N:11]([C:12]([O:14][C:15]([CH3:18])([CH3:17])[CH3:16])=[O:13])[C:6]=2[CH:5]=[CH:4][N:3]=1)[C:20]1[CH:25]=[CH:24][CH:23]=[CH:22][CH:21]=1. The yield is 0.760. (3) The reactants are [ClH:1].[CH3:2][O:3][C:4]1[CH:5]=[C:6](/[CH:12]=[C:13](/[C:16]2[CH:17]=[N:18][CH:19]=[CH:20][CH:21]=2)\[C:14]#[N:15])[CH:7]=[CH:8][C:9]=1[O:10][CH3:11]. No catalyst specified. The product is [ClH:1].[CH3:2][O:3][C:4]1[CH:5]=[C:6](/[CH:12]=[C:13](/[C:16]2[CH:17]=[N:18][CH:19]=[CH:20][CH:21]=2)\[C:14]#[N:15])[CH:7]=[CH:8][C:9]=1[O:10][CH3:11]. The yield is 0.990. (4) The reactants are C(OC(=O)C)(=O)C.[CH:8]([OH:10])=O.[N+:11]([C:14]1[CH:20]=[C:19]([O:21][CH:22]2[CH2:25][O:24][CH2:23]2)[CH:18]=[CH:17][C:15]=1[NH2:16])([O-:13])=[O:12]. No catalyst specified. The product is [N+:11]([C:14]1[CH:20]=[C:19]([O:21][CH:22]2[CH2:23][O:24][CH2:25]2)[CH:18]=[CH:17][C:15]=1[NH:16][CH:8]=[O:10])([O-:13])=[O:12]. The yield is 0.510.